Dataset: Aqueous solubility values for 9,982 compounds from the AqSolDB database. Task: Regression/Classification. Given a drug SMILES string, predict its absorption, distribution, metabolism, or excretion properties. Task type varies by dataset: regression for continuous measurements (e.g., permeability, clearance, half-life) or binary classification for categorical outcomes (e.g., BBB penetration, CYP inhibition). For this dataset (solubility_aqsoldb), we predict Y. The drug is c1ccc2c(c1)Nc1ccccc1S2. The Y is -5.59 log mol/L.